The task is: Predict the product of the given reaction.. This data is from Forward reaction prediction with 1.9M reactions from USPTO patents (1976-2016). (1) Given the reactants [C:1]([O:5][C:6]([N:8]1[CH2:13][CH2:12][N:11]([CH2:14][C:15]2[CH:20]=[CH:19][C:18]([NH:21][C:22]3[C:27]([C:28]([O:30][CH2:31][CH3:32])=[O:29])=[C:26]([CH3:33])[N:25]=[C:24]([C:34]4[CH:39]=[CH:38][C:37]([C:40]([O:42][CH3:43])=[O:41])=[CH:36][CH:35]=4)[N:23]=3)=[CH:17][CH:16]=2)[CH2:10][CH2:9]1)=[O:7])([CH3:4])([CH3:3])[CH3:2].[OH2:44], predict the reaction product. The product is: [C:1]([O:5][C:6]([N:8]1[CH2:9][CH2:10][N:11]([CH2:14][C:15]2[CH:20]=[CH:19][C:18]([NH:21][C:22]3[C:27]([C:28]([O:30][CH2:31][CH3:32])=[O:29])=[C:26]([CH:33]=[O:44])[N:25]=[C:24]([C:34]4[CH:39]=[CH:38][C:37]([C:40]([O:42][CH3:43])=[O:41])=[CH:36][CH:35]=4)[N:23]=3)=[CH:17][CH:16]=2)[CH2:12][CH2:13]1)=[O:7])([CH3:4])([CH3:2])[CH3:3]. (2) Given the reactants [H-].[Na+].[C:3]1([CH:9]([CH:11]([OH:14])[CH2:12][CH3:13])[CH3:10])[CH:8]=[CH:7][CH:6]=[CH:5][CH:4]=1.I[CH3:16], predict the reaction product. The product is: [CH3:16][O:14][CH:11]([CH2:12][CH3:13])[CH:9]([C:3]1[CH:8]=[CH:7][CH:6]=[CH:5][CH:4]=1)[CH3:10]. (3) Given the reactants [C:1]1(=[O:22])[N:5]([CH2:6][CH2:7][CH2:8][CH2:9][CH2:10][C:11](C2CC(=O)N(O)C2=O)=[O:12])[C:4](=[O:21])[CH:3]=[CH:2]1.[NH2:23][C@H:24]([C:28]([NH:30][C@H:31]([C:33]([OH:35])=[O:34])[CH3:32])=[O:29])[CH:25]([CH3:27])[CH3:26].CCN(C(C)C)C(C)C.Cl, predict the reaction product. The product is: [O:22]=[C:1]1[CH:2]=[CH:3][C:4](=[O:21])[N:5]1[CH2:6][CH2:7][CH2:8][CH2:9][CH2:10][C:11]([NH:23][C@@H:24]([CH:25]([CH3:27])[CH3:26])[C:28]([NH:30][C@@H:31]([CH3:32])[C:33]([OH:35])=[O:34])=[O:29])=[O:12]. (4) Given the reactants O[C:2]1[N:3]=[C:4]2[NH:11][C:10]([CH3:13])([CH3:12])[CH2:9][N:5]2[C:6](=[O:8])[CH:7]=1.P(Cl)(Cl)([Cl:16])=O.[OH-].[Na+], predict the reaction product. The product is: [Cl:16][C:2]1[N:3]=[C:4]2[NH:11][C:10]([CH3:13])([CH3:12])[CH2:9][N:5]2[C:6](=[O:8])[CH:7]=1. (5) Given the reactants Br[C:2]1[CH:3]=[C:4]2[C:9](=[C:10]([O:12]COCC[Si](C)(C)C)[CH:11]=1)[N:8]=[CH:7][N:6](COCC[Si](C)(C)C)[C:5]2=[O:29].[C:30]([C:34]1[CH:35]=[CH:36][C:37]([O:43][CH3:44])=[C:38](B(O)O)[CH:39]=1)([CH3:33])([CH3:32])[CH3:31].C1C2C(=CC=CC=2)CCC=1B(O)O.C(=O)([O-])[O-].[K+].[K+], predict the reaction product. The product is: [C:30]([C:34]1[CH:39]=[CH:38][C:37]([O:43][CH3:44])=[C:36]([C:2]2[CH:3]=[C:4]3[C:9](=[C:10]([OH:12])[CH:11]=2)[N:8]=[CH:7][NH:6][C:5]3=[O:29])[CH:35]=1)([CH3:33])([CH3:31])[CH3:32].